Dataset: Forward reaction prediction with 1.9M reactions from USPTO patents (1976-2016). Task: Predict the product of the given reaction. (1) Given the reactants [N+:1]([C:4]1[CH:9]=[CH:8][C:7]([N:10]2[CH2:15][CH2:14][N:13]([CH2:16][C@@H:17]([OH:19])[CH3:18])[CH2:12][CH2:11]2)=[CH:6][CH:5]=1)([O-])=O.[H][H], predict the reaction product. The product is: [NH2:1][C:4]1[CH:5]=[CH:6][C:7]([N:10]2[CH2:11][CH2:12][N:13]([CH2:16][C@@H:17]([OH:19])[CH3:18])[CH2:14][CH2:15]2)=[CH:8][CH:9]=1. (2) Given the reactants [Br:1][C:2]1[CH:7]=[CH:6][C:5]([F:8])=[CH:4][C:3]=1[OH:9].[C:10](=O)([O-])[O-].[K+].[K+].IC.O, predict the reaction product. The product is: [Br:1][C:2]1[CH:7]=[CH:6][C:5]([F:8])=[CH:4][C:3]=1[O:9][CH3:10].